This data is from Full USPTO retrosynthesis dataset with 1.9M reactions from patents (1976-2016). The task is: Predict the reactants needed to synthesize the given product. (1) Given the product [F:1][C:2]1[CH:19]=[CH:18][C:5]([CH2:6][C:7]2[C:16]3[C:11](=[CH:12][CH:13]=[CH:14][CH:15]=3)[C:10](=[O:17])[NH:9][N:8]=2)=[CH:4][C:3]=1[C:20]([N:22]1[CH2:23][CH:24]([CH2:26][O:27][S:36]([CH3:35])(=[O:38])=[O:37])[CH2:25]1)=[O:21], predict the reactants needed to synthesize it. The reactants are: [F:1][C:2]1[CH:19]=[CH:18][C:5]([CH2:6][C:7]2[C:16]3[C:11](=[CH:12][CH:13]=[CH:14][CH:15]=3)[C:10](=[O:17])[NH:9][N:8]=2)=[CH:4][C:3]=1[C:20]([N:22]1[CH2:25][CH:24]([CH2:26][OH:27])[CH2:23]1)=[O:21].C(N(CC)CC)C.[CH3:35][S:36](Cl)(=[O:38])=[O:37]. (2) Given the product [OH:30][CH2:28][CH2:29][O:14][C:9]1[CH:10]=[CH:11][CH:12]=[CH:13][C:8]=1[C:1]1[CH:6]=[CH:5][CH:4]=[CH:3][C:2]=1[O:7][CH2:17][CH2:18][OH:19], predict the reactants needed to synthesize it. The reactants are: [C:1]1([C:8]2[C:9]([OH:14])=[CH:10][CH:11]=[CH:12][CH:13]=2)[C:2]([OH:7])=[CH:3][CH:4]=[CH:5][CH:6]=1.C1(=O)[O:19][CH2:18][CH2:17]O1.[I-].[K+].CN(C)C=O.[C:28](OCC)(=[O:30])[CH3:29]. (3) Given the product [NH2:39][C@H:40]([C:48]([OH:50])=[O:49])[CH2:41][CH2:42][CH2:43][NH:44][C:45](=[NH:46])[NH2:47].[CH2:1]([NH:8][C:9](=[O:36])[N:10]([CH2:13][C:14]1[CH:19]=[C:18]([C:20]([F:22])([F:23])[F:21])[CH:17]=[CH:16][C:15]=1[C:24]1[C:29]([O:30][CH3:31])=[CH:28][CH:27]=[C:26]([CH2:32][C:33]([OH:35])=[O:34])[CH:25]=1)[CH2:11][CH3:12])[C:2]1[CH:3]=[CH:4][CH:5]=[CH:6][CH:7]=1, predict the reactants needed to synthesize it. The reactants are: [CH2:1]([NH:8][C:9](=[O:36])[N:10]([CH2:13][C:14]1[CH:19]=[C:18]([C:20]([F:23])([F:22])[F:21])[CH:17]=[CH:16][C:15]=1[C:24]1[C:29]([O:30][CH3:31])=[CH:28][CH:27]=[C:26]([CH2:32][C:33]([OH:35])=[O:34])[CH:25]=1)[CH2:11][CH3:12])[C:2]1[CH:7]=[CH:6][CH:5]=[CH:4][CH:3]=1.[OH-].[K+].[NH2:39][C@H:40]([C:48]([OH:50])=[O:49])[CH2:41][CH2:42][CH2:43][NH:44][C:45](=[NH:47])[NH2:46]. (4) Given the product [CH3:1][N:2]1[CH:6]=[C:5]([CH2:7][C:8]([OH:10])=[O:9])[C:4]([O:12][CH2:13][C:14]2[CH:15]=[CH:16][C:17]([O:20][CH2:21][C:22]3[N:23]=[C:24]([C:28]4[CH:29]=[CH:30][CH:31]=[CH:32][CH:33]=4)[O:25][C:26]=3[CH3:27])=[CH:18][CH:19]=2)=[N:3]1, predict the reactants needed to synthesize it. The reactants are: [CH3:1][N:2]1[CH:6]=[C:5]([CH2:7][C:8]([O:10]C)=[O:9])[C:4]([O:12][CH2:13][C:14]2[CH:19]=[CH:18][C:17]([O:20][CH2:21][C:22]3[N:23]=[C:24]([C:28]4[CH:33]=[CH:32][CH:31]=[CH:30][CH:29]=4)[O:25][C:26]=3[CH3:27])=[CH:16][CH:15]=2)=[N:3]1.[OH-].[Na+].O1CCCC1.Cl. (5) The reactants are: C[C:2]1[CH:7]=[CH:6][C:5]([C:8]2[CH:13]=[CH:12][C:11]([C:14]([OH:16])=[O:15])=[CH:10][CH:9]=2)=[CH:4][CH:3]=1.[C:17](Cl)(=O)[C:18](Cl)=O.O[C:24]1[CH:59]=[CH:58][C:27]([CH2:28][N:29]([CH2:50][C:51]([O:53]C(C)(C)C)=[O:52])[C:30](=[O:49])[C:31]2[CH:36]=[CH:35][C:34]([NH:37][C:38](=[O:48])[CH2:39][C:40]3[CH:45]=[CH:44][C:43]([O:46][CH3:47])=[CH:42][CH:41]=3)=[CH:33][CH:32]=2)=[CH:26][CH:25]=1. Given the product [CH3:47][O:46][C:43]1[CH:42]=[CH:41][C:40]([CH2:39][C:38]([NH:37][C:34]2[CH:33]=[CH:32][C:31]([C:30]([N:29]([CH2:50][C:51]([OH:53])=[O:52])[CH2:28][C:27]3[CH:26]=[CH:25][C:24]([O:16][C:14](=[O:15])[C:11]4[CH:10]=[CH:9][C:8]([CH2:5][CH2:6][CH2:7][CH2:2][CH2:3][CH2:4][CH2:17][CH3:18])=[CH:13][CH:12]=4)=[CH:59][CH:58]=3)=[O:49])=[CH:36][CH:35]=2)=[O:48])=[CH:45][CH:44]=1, predict the reactants needed to synthesize it. (6) Given the product [F:11][C:7]1[CH:8]=[C:9]([F:10])[C:2]([F:1])=[C:3]([CH:4]=[C:16]([N+:13]([O-:15])=[O:14])[CH3:17])[C:6]=1[F:12], predict the reactants needed to synthesize it. The reactants are: [F:1][C:2]1[C:9]([F:10])=[CH:8][C:7]([F:11])=[C:6]([F:12])[C:3]=1[CH:4]=O.[N+:13]([CH2:16][CH3:17])([O-:15])=[O:14].C1(N)CCCCC1.